This data is from Experimentally validated miRNA-target interactions with 360,000+ pairs, plus equal number of negative samples. The task is: Binary Classification. Given a miRNA mature sequence and a target amino acid sequence, predict their likelihood of interaction. (1) The miRNA is hsa-miR-6779-5p with sequence CUGGGAGGGGCUGGGUUUGGC. The protein sequence of the target gene is MNLTEGRVVFEDVAIYFSQEEWGHLDEAQRLLYRDVMLENLALLSSLGSWHGAEDEEAPSQQGFSVGVSEVTASKPCLSSQKVHPSETCGPPLKDILCLVEHNGIHPEQHIYICEAELFQHPKQQIGENLSRGDDWIPSFGKNHRVHMAEEIFTCMEGWKDLPATSCLLQHQGPQSEWKPYRDTEDREAFQTGQNDYKCSECGKTFTCSYSFVEHQKIHTGERSYECNKCGKFFKYSANFMKHQTVHTSERTYECRECGKSFMYNYRLMRHKRVHTGERPYECNTCGKFFRYSSTFVRHQ.... Result: 1 (interaction). (2) The miRNA is hsa-miR-6765-5p with sequence GUGAGGCGGGGCCAGGAGGGUGUGU. The protein sequence of the target gene is MADEDGEGIHPSAPHRNGGGGGGGGSGLHCAGNGGGGGGGPRVVRIVKSESGYGFNVRGQVSEGGQLRSINGELYAPLQHVSAVLPGGAADRAGVRKGDRILEVNHVNVEGATHKQVVDLIRAGEKELILTVLSVPPHEADNLDPSDDSLGQSFYDYTEKQAVPISVPRYKHVEQNGEKFVVYNVYMAGRQLCSKRYREFAILHQNLKREFANFTFPRLPGKWPFSLSEQQLDARRRGLEEYLEKVCSIRVIGESDIMQEFLSESDENYNGVSDVELRVALPDGTTVTVRVKKNSTTDQV.... Result: 0 (no interaction). (3) The miRNA is mmu-miR-182-3p with sequence GUGGUUCUAGACUUGCCAACU. The protein sequence of the target gene is MDGRDFAPPPHLLSERGSLGHRSAAAAARLAPAGPAAQPPAHFQPGKYFPSPLPMASHTASSRLMGSSPASSFMGSFLTSSLGSAASTHPSGPSSSPPEQAYRGSHPTTSQIWFSHSHEAPGYPRFSGSLASTFLPVSHLDHHGNSNVLYGQHRFYGTQKDNFYLRNLPPQPTLLPANHNFPSVARAAPAHPMGSCSRDRDRGEAGSLQKGPKDFDRFLVGKELGREKAGKAAEGKERPAAEEDGGKERHKLVLPVPADGHCREGGPAPRGACEGRPKHLTSCLLNTKVLNGEMGRAALA.... Result: 0 (no interaction).